Dataset: Reaction yield outcomes from USPTO patents with 853,638 reactions. Task: Predict the reaction yield, written as a fraction of the theoretical maximum amount of product (1.0 means a 100% yield; for example, 0.34 means a 34% yield). (1) The reactants are [O:1]1[CH2:6][CH2:5][CH2:4][CH2:3][CH:2]1[O:7][CH2:8][CH2:9][CH2:10][C:11]1[CH:12]=[C:13]([CH:16]=[CH:17][CH:18]=1)[CH:14]=[O:15].[BH4-].[Na+]. The catalyst is CO. The product is [O:1]1[CH2:6][CH2:5][CH2:4][CH2:3][CH:2]1[O:7][CH2:8][CH2:9][CH2:10][C:11]1[CH:12]=[C:13]([CH2:14][OH:15])[CH:16]=[CH:17][CH:18]=1. The yield is 0.550. (2) The reactants are [N+:1]([C:4]1[CH:9]=[CH:8][C:7]([CH2:10][CH2:11][NH2:12])=[CH:6][CH:5]=1)([O-:3])=[O:2].Cl[CH2:14][O:15][CH:16]=[O:17]. The catalyst is C(Cl)Cl.CO. The product is [CH3:14][O:15][C:16](=[O:17])[NH:12][CH2:11][CH2:10][C:7]1[CH:6]=[CH:5][C:4]([N+:1]([O-:3])=[O:2])=[CH:9][CH:8]=1. The yield is 0.980. (3) The reactants are Cl[C:2]1[CH:7]=[C:6]([O:8][C:9]2[C:14]([F:15])=[CH:13][C:12]([NH:16][C:17]([C:19]3([C:22]([NH:24][C:25]4[CH:30]=[CH:29][C:28]([F:31])=[CH:27][CH:26]=4)=[O:23])[CH2:21][CH2:20]3)=[O:18])=[C:11]([F:32])[CH:10]=2)[CH:5]=[CH:4][N:3]=1.[C:33]([NH2:37])(=[O:36])[CH2:34][CH3:35].CC1(C)C2C(=C(P(C3C=CC=CC=3)C3C=CC=CC=3)C=CC=2)OC2C(P(C3C=CC=CC=3)C3C=CC=CC=3)=CC=CC1=2.C(=O)([O-])[O-].[Cs+].[Cs+]. The catalyst is O1CCOCC1.C1C=CC(/C=C/C(/C=C/C2C=CC=CC=2)=O)=CC=1.C1C=CC(/C=C/C(/C=C/C2C=CC=CC=2)=O)=CC=1.C1C=CC(/C=C/C(/C=C/C2C=CC=CC=2)=O)=CC=1.[Pd].[Pd]. The product is [F:32][C:11]1[CH:10]=[C:9]([O:8][C:6]2[CH:5]=[CH:4][N:3]=[C:2]([NH:37][C:33](=[O:36])[CH2:34][CH3:35])[CH:7]=2)[C:14]([F:15])=[CH:13][C:12]=1[NH:16][C:17]([C:19]1([C:22]([NH:24][C:25]2[CH:30]=[CH:29][C:28]([F:31])=[CH:27][CH:26]=2)=[O:23])[CH2:21][CH2:20]1)=[O:18]. The yield is 0.607. (4) The product is [C:1]1([S:7]([NH2:11])(=[O:9])=[O:8])[CH:6]=[CH:5][CH:4]=[CH:3][CH:2]=1. The yield is 0.960. The reactants are [C:1]1([S:7](Cl)(=[O:9])=[O:8])[CH:6]=[CH:5][CH:4]=[CH:3][CH:2]=1.[NH3:11]. No catalyst specified.